Dataset: Forward reaction prediction with 1.9M reactions from USPTO patents (1976-2016). Task: Predict the product of the given reaction. (1) Given the reactants [CH3:1][C:2]1[C:7]([N+:8]([O-])=O)=[C:6]([CH3:11])[N:5]=[C:4]([OH:12])[N:3]=1.[H][H], predict the reaction product. The product is: [NH2:8][C:7]1[C:2]([CH3:1])=[N:3][C:4]([OH:12])=[N:5][C:6]=1[CH3:11]. (2) Given the reactants Cl[C:2]1[CH:3]=[CH:4][C:5]2[CH2:6][N:7]([CH3:19])[CH2:8][CH:9]([C:13]3[S:14][CH:15]=[C:16]([CH3:18])[N:17]=3)[O:10][C:11]=2[N:12]=1.[CH3:20][O:21][C:22]1[N:27]=[C:26]([NH2:28])[CH:25]=[CH:24][C:23]=1[N:29]1[CH:33]=[C:32]([CH3:34])[N:31]=[CH:30]1, predict the reaction product. The product is: [CH3:20][O:21][C:22]1[N:27]=[C:26]([NH:28][C:2]2[CH:3]=[CH:4][C:5]3[CH2:6][N:7]([CH3:19])[CH2:8][CH:9]([C:13]4[S:14][CH:15]=[C:16]([CH3:18])[N:17]=4)[O:10][C:11]=3[N:12]=2)[CH:25]=[CH:24][C:23]=1[N:29]1[CH:33]=[C:32]([CH3:34])[N:31]=[CH:30]1.